From a dataset of Full USPTO retrosynthesis dataset with 1.9M reactions from patents (1976-2016). Predict the reactants needed to synthesize the given product. (1) Given the product [NH:13]1[C:14]2[C:10](=[CH:9][CH:8]=[C:7]([N:1]3[CH2:6][CH2:5][N:4]([C:28]([O:27][C:24]([CH3:26])([CH3:25])[CH3:23])=[O:29])[CH2:3][CH2:2]3)[CH:15]=2)[CH:11]=[N:12]1, predict the reactants needed to synthesize it. The reactants are: [N:1]1([C:7]2[CH:15]=[C:14]3[C:10]([CH:11]=[N:12][NH:13]3)=[CH:9][CH:8]=2)[CH2:6][CH2:5][NH:4][CH2:3][CH2:2]1.C(N(CC)CC)C.[CH3:23][C:24]([O:27][C:28](O[C:28]([O:27][C:24]([CH3:26])([CH3:25])[CH3:23])=[O:29])=[O:29])([CH3:26])[CH3:25]. (2) Given the product [CH2:27]([S:29]([N:24]1[CH2:25][CH2:26][CH:21]([C:12]2[C:11]3[C:15](=[C:16]([C:18]([NH2:20])=[O:19])[CH:17]=[C:9]([C:6]4[CH:7]=[CH:8][C:3]([O:2][CH3:1])=[CH:4][CH:5]=4)[CH:10]=3)[NH:14][CH:13]=2)[CH2:22][CH2:23]1)(=[O:31])=[O:30])[CH3:28], predict the reactants needed to synthesize it. The reactants are: [CH3:1][O:2][C:3]1[CH:8]=[CH:7][C:6]([C:9]2[CH:10]=[C:11]3[C:15](=[C:16]([C:18]([NH2:20])=[O:19])[CH:17]=2)[NH:14][CH:13]=[C:12]3[CH:21]2[CH2:26][CH2:25][NH:24][CH2:23][CH2:22]2)=[CH:5][CH:4]=1.[CH2:27]([S:29](Cl)(=[O:31])=[O:30])[CH3:28].C(N(CC)CC)C. (3) The reactants are: Br.[OH:2][C:3]1[CH:4]=[CH:5][C:6]2[CH2:7][C@H:8]3[NH:19][CH2:18][CH2:17][C@@:14]4([C:15]=2[CH:16]=1)[C@H:9]3[CH2:10][CH2:11][CH2:12][CH2:13]4.[OH-].[Na+].[CH:22]1[CH:27]=[CH:26][C:25]([CH2:28][O:29][C:30](Cl)=[O:31])=[CH:24][CH:23]=1. Given the product [OH:2][C:3]1[CH:4]=[CH:5][C:6]2[CH2:7][C@H:8]3[N:19]([C:30]([O:29][CH2:28][C:25]4[CH:26]=[CH:27][CH:22]=[CH:23][CH:24]=4)=[O:31])[CH2:18][CH2:17][C@@:14]4([C:15]=2[CH:16]=1)[C@H:9]3[CH2:10][CH2:11][CH2:12][CH2:13]4, predict the reactants needed to synthesize it. (4) Given the product [F:1][C:2]1[C:10]([O:11][C:12]2[C:17]3=[C:18]([CH3:25])[C:19]([O:35][CH2:33][C@@H:34]4[CH2:27][O:30]4)=[CH:20][N:16]3[N:15]=[CH:14][N:13]=2)=[CH:9][CH:8]=[C:7]2[C:3]=1[CH:4]=[C:5]([CH3:26])[NH:6]2, predict the reactants needed to synthesize it. The reactants are: [F:1][C:2]1[C:10]([O:11][C:12]2[C:17]3=[C:18]([CH3:25])[C:19](C(O)(C)C)=[CH:20][N:16]3[N:15]=[CH:14][N:13]=2)=[CH:9][CH:8]=[C:7]2[C:3]=1[CH:4]=[C:5]([CH3:26])[NH:6]2.[C:27]([O-:30])([O-])=O.[K+].[K+].[C:33](OCC)(=[O:35])[CH3:34]. (5) Given the product [Br:1][C:2]1[CH:10]=[C:9]2[C:5]([C:6]([CH2:20][N:21]([CH3:29])[C:22](=[O:28])[O:23][C:24]([CH3:25])([CH3:26])[CH3:27])=[CH:7][NH:8]2)=[CH:4][CH:3]=1, predict the reactants needed to synthesize it. The reactants are: [Br:1][C:2]1[CH:10]=[C:9]2[C:5]([C:6]([CH2:20][N:21]([CH3:29])[C:22](=[O:28])[O:23][C:24]([CH3:27])([CH3:26])[CH3:25])=[CH:7][N:8]2S(C2C=NC=CC=2)(=O)=O)=[CH:4][CH:3]=1.[F-].C([N+](CCCC)(CCCC)CCCC)CCC.O1CCCC1.